Dataset: Full USPTO retrosynthesis dataset with 1.9M reactions from patents (1976-2016). Task: Predict the reactants needed to synthesize the given product. (1) Given the product [Cl:23][C:24]1[CH:34]=[CH:33][C:27](/[CH:28]=[CH:29]/[C:2]2[N:7]=[CH:6][N:5]([C:8]3[CH:13]=[CH:12][C:11]([O:14][CH2:15][C:16]([OH:19])([CH3:18])[CH3:17])=[C:10]([O:20][CH3:21])[CH:9]=3)[C:4](=[O:22])[CH:3]=2)=[CH:26][CH:25]=1, predict the reactants needed to synthesize it. The reactants are: Cl[C:2]1[N:7]=[CH:6][N:5]([C:8]2[CH:13]=[CH:12][C:11]([O:14][CH2:15][C:16]([OH:19])([CH3:18])[CH3:17])=[C:10]([O:20][CH3:21])[CH:9]=2)[C:4](=[O:22])[CH:3]=1.[Cl:23][C:24]1[CH:34]=[CH:33][C:27](/[CH:28]=[CH:29]/B(O)O)=[CH:26][CH:25]=1.P([O-])([O-])([O-])=O.[K+].[K+].[K+]. (2) The reactants are: [Br:1][C:2]1[CH:3]=[C:4]2[C:8](=[CH:9][CH:10]=1)[C:7](=[O:11])[O:6][CH:5]2[C:12]1[CH:17]=[CH:16][CH:15]=[CH:14][CH:13]=1.II.Cl. Given the product [CH2:5]([C:4]1[CH:3]=[C:2]([Br:1])[CH:10]=[CH:9][C:8]=1[C:7]([OH:11])=[O:6])[C:12]1[CH:13]=[CH:14][CH:15]=[CH:16][CH:17]=1, predict the reactants needed to synthesize it. (3) Given the product [N:17]1[CH:16]=[C:15]([C:8]2[CH:7]=[C:6]([O:5][CH2:4][C:3]3[CH:21]=[CH:22][CH:23]=[CH:24][C:2]=3[C:27]#[N:28])[N:11]=[C:10]3[CH2:12][CH2:13][CH2:14][C:9]=23)[CH:20]=[N:19][CH:18]=1, predict the reactants needed to synthesize it. The reactants are: Br[C:2]1[CH:24]=[CH:23][CH:22]=[CH:21][C:3]=1[CH2:4][O:5][C:6]1[N:11]=[C:10]2[CH2:12][CH2:13][CH2:14][C:9]2=[C:8]([C:15]2[CH:16]=[N:17][CH:18]=[N:19][CH:20]=2)[CH:7]=1.ClCl.[CH3:27][N:28](C=O)C. (4) Given the product [Cl:22][C:23]1[CH:24]=[C:25]([C:2]2[CH:3]=[CH:4][C:5]3[NH:11][C:10](=[O:12])[CH2:9][O:8][C:7]([CH:18]([CH3:20])[CH3:19])([C:13]4[S:14][CH:15]=[CH:16][CH:17]=4)[C:6]=3[CH:21]=2)[CH:26]=[CH:27][C:28]=1[F:29], predict the reactants needed to synthesize it. The reactants are: Br[C:2]1[CH:3]=[CH:4][C:5]2[NH:11][C:10](=[O:12])[CH2:9][O:8][C:7]([CH:18]([CH3:20])[CH3:19])([C:13]3[S:14][CH:15]=[CH:16][CH:17]=3)[C:6]=2[CH:21]=1.[Cl:22][C:23]1[CH:24]=[C:25](B(O)O)[CH:26]=[CH:27][C:28]=1[F:29]. (5) Given the product [CH2:15]([O:17][C:18]1[CH:19]=[C:20]([CH:21]2[C:8]([C:9]3[CH:13]=[CH:12][S:11][CH:10]=3)=[C:7]([C:5]3[CH:4]=[N:3][N:2]([CH3:1])[CH:6]=3)[NH:44][C:31](=[O:38])[CH2:30]2)[CH:23]=[C:24]([N+:27]([O-:29])=[O:28])[C:25]=1[OH:26])[CH3:16], predict the reactants needed to synthesize it. The reactants are: [CH3:1][N:2]1[CH:6]=[C:5]([C:7](=O)[CH2:8][C:9]2[CH:13]=[CH:12][S:11][CH:10]=2)[CH:4]=[N:3]1.[CH2:15]([O:17][C:18]1[CH:19]=[C:20]([CH:23]=[C:24]([N+:27]([O-:29])=[O:28])[C:25]=1[OH:26])[CH:21]=O)[CH3:16].[CH3:30][C:31]1(C)[O:38]C(=O)CC(=O)O1.C([O-])(C)=O.[NH4+:44]. (6) Given the product [CH3:1][NH:2][C:3]([C:5]1[C:13]2[C:8](=[CH:9][C:10]([OH:14])=[CH:11][CH:12]=2)[N:7]([CH3:16])[C:6]=1[CH2:17][CH3:18])=[O:4], predict the reactants needed to synthesize it. The reactants are: [CH3:1][NH:2][C:3]([C:5]1[C:13]2[C:8](=[CH:9][C:10]([O:14]C)=[CH:11][CH:12]=2)[N:7]([CH3:16])[C:6]=1[CH2:17][CH3:18])=[O:4].B(Br)(Br)Br. (7) The reactants are: [Cl:1][C:2]1[CH:7]=[CH:6][CH:5]=[CH:4][C:3]=1[CH:8]([O:10][C:11](=[O:34])[NH:12][C:13]1[C:14]([CH3:33])=[N:15][O:16][C:17]=1[C:18]1[CH:23]=[CH:22][C:21](B2OC(C)(C)C(C)(C)O2)=[CH:20][CH:19]=1)[CH3:9].Br[C:36]1[CH:45]=[CH:44][CH:43]=[CH:42][C:37]=1[C:38]([O:40][CH3:41])=[O:39]. Given the product [CH3:41][O:40][C:38]([C:37]1[C:36]([C:21]2[CH:20]=[CH:19][C:18]([C:17]3[O:16][N:15]=[C:14]([CH3:33])[C:13]=3[NH:12][C:11]([O:10][CH:8]([C:3]3[CH:4]=[CH:5][CH:6]=[CH:7][C:2]=3[Cl:1])[CH3:9])=[O:34])=[CH:23][CH:22]=2)=[CH:45][CH:44]=[CH:43][CH:42]=1)=[O:39], predict the reactants needed to synthesize it. (8) Given the product [Cl:12][C:13]1[C:14]([C:24]2[N:25]=[CH:26][C:27]([NH:30][C:4](=[O:5])[C:3]3[C:2]([F:1])=[CH:10][CH:9]=[CH:8][C:7]=3[F:11])=[N:28][CH:29]=2)=[CH:15][C:16]2[O:20][C:19]([F:22])([F:21])[O:18][C:17]=2[CH:23]=1, predict the reactants needed to synthesize it. The reactants are: [F:1][C:2]1[CH:10]=[CH:9][CH:8]=[C:7]([F:11])[C:3]=1[C:4](Cl)=[O:5].[Cl:12][C:13]1[C:14]([C:24]2[N:25]=[CH:26][C:27]([NH2:30])=[N:28][CH:29]=2)=[CH:15][C:16]2[O:20][C:19]([F:22])([F:21])[O:18][C:17]=2[CH:23]=1.CCN(C(C)C)C(C)C. (9) Given the product [C:1]([O:5][C:6](=[O:40])[N:7]([C@H:9]([C:11](=[O:39])[NH:12][C@@H:13]1[C:19](=[O:20])[N:18]([CH2:21][C:22]2[C:31]3[C:26](=[CH:27][C:28]([Br:32])=[CH:29][CH:30]=3)[CH:25]=[CH:24][C:23]=2[O:33][CH3:34])[C:17]2[CH:35]=[CH:36][CH:37]=[CH:38][C:16]=2[N:15]([C:57]([C:47]23[CH2:56][CH:51]4[CH2:50][CH:49]([CH2:55][CH:53]([CH2:52]4)[CH2:54]2)[CH2:48]3)=[O:58])[CH2:14]1)[CH3:10])[CH3:8])([CH3:2])([CH3:3])[CH3:4], predict the reactants needed to synthesize it. The reactants are: [C:1]([O:5][C:6](=[O:40])[N:7]([C@H:9]([C:11](=[O:39])[NH:12][C@@H:13]1[C:19](=[O:20])[N:18]([CH2:21][C:22]2[C:31]3[C:26](=[CH:27][C:28]([Br:32])=[CH:29][CH:30]=3)[CH:25]=[CH:24][C:23]=2[O:33][CH3:34])[C:17]2[CH:35]=[CH:36][CH:37]=[CH:38][C:16]=2[NH:15][CH2:14]1)[CH3:10])[CH3:8])([CH3:4])([CH3:3])[CH3:2].N1C=CC=CC=1.[C:47]12([C:57](Cl)=[O:58])[CH2:56][CH:51]3[CH2:52][CH:53]([CH2:55][CH:49]([CH2:50]3)[CH2:48]1)[CH2:54]2. (10) Given the product [CH:57]1[C:58]2[C:62]3[CH:63]=[CH:64][CH:65]=[CH:66][C:61]=3[S:60][C:59]=2[C:54]([C:53]2[C:52](=[O:67])[NH:51][C:50](=[O:68])[C:49]=2[C:42]2[C:43]3[C:44](=[N:45][CH:46]=[CH:47][CH:48]=3)[N:40]([CH2:39][CH2:38][CH2:37][OH:36])[CH:41]=2)=[CH:55][CH:56]=1, predict the reactants needed to synthesize it. The reactants are: CCCC[N+](CCCC)(CCCC)CCCC.[F-].[Si]([O:36][CH2:37][CH2:38][CH2:39][N:40]1[C:44]2=[N:45][CH:46]=[CH:47][CH:48]=[C:43]2[C:42]([C:49]2[C:50](=[O:68])[NH:51][C:52](=[O:67])[C:53]=2[C:54]2[C:59]3[S:60][C:61]4[CH:66]=[CH:65][CH:64]=[CH:63][C:62]=4[C:58]=3[CH:57]=[CH:56][CH:55]=2)=[CH:41]1)(C(C)(C)C)(C1C=CC=CC=1)C1C=CC=CC=1.